The task is: Predict the product of the given reaction.. This data is from Forward reaction prediction with 1.9M reactions from USPTO patents (1976-2016). (1) Given the reactants [CH2:1]([Li])[CH2:2][CH2:3][CH3:4].[CH3:1][CH2:2][CH2:3][CH2:4]CC.[S:12]1[CH:16]=[CH:15][CH:14]=[CH:13]1.BrCCCC, predict the reaction product. The product is: [CH2:1]([C:13]1[S:12][CH:16]=[CH:15][CH:14]=1)[CH2:2][CH2:3][CH3:4]. (2) Given the reactants [CH3:1][O:2][C:3]1[CH:4]=[CH:5][C:6]([C:15]([OH:17])=O)=[C:7]2[C:11]=1[O:10][C:9]([CH2:12][O:13][CH3:14])=[CH:8]2.[CH3:18][C:19]1[C:23]([NH2:24])=[C:22]([CH3:25])[O:21][N:20]=1, predict the reaction product. The product is: [CH3:18][C:19]1[C:23]([NH:24][C:15]([C:6]2[CH:5]=[CH:4][C:3]([O:2][CH3:1])=[C:11]3[O:10][C:9]([CH2:12][O:13][CH3:14])=[CH:8][C:7]=23)=[O:17])=[C:22]([CH3:25])[O:21][N:20]=1. (3) Given the reactants [CH3:1][C:2]1[N:12]([CH2:13][C:14]2[CH:19]=[CH:18][C:17](/[CH:20]=[CH:21]/[CH2:22]O)=[CH:16][CH:15]=2)[C:5]2=[N:6][C:7]([CH3:11])=[CH:8][C:9]([CH3:10])=[C:4]2[N:3]=1.[N:24]1([CH:30]2[CH2:35][CH2:34][NH:33][CH2:32][CH2:31]2)[CH2:29][CH2:28][CH2:27][CH2:26][CH2:25]1, predict the reaction product. The product is: [CH3:1][C:2]1[N:12]([CH2:13][C:14]2[CH:19]=[CH:18][C:17](/[CH:20]=[CH:21]/[CH2:22][N:33]3[CH2:34][CH2:35][CH:30]([N:24]4[CH2:29][CH2:28][CH2:27][CH2:26][CH2:25]4)[CH2:31][CH2:32]3)=[CH:16][CH:15]=2)[C:5]2=[N:6][C:7]([CH3:11])=[CH:8][C:9]([CH3:10])=[C:4]2[N:3]=1. (4) Given the reactants [CH2:1]=[C:2]([CH:4]1[CH2:9][CH2:8][CH2:7][CH2:6][C:5]1=[O:10])[CH3:3].[CH3:11][O:12][N:13]=[CH:14][CH3:15].Cl[Sn](Cl)(Cl)Cl, predict the reaction product. The product is: [CH3:11][O:12][N:13]1[CH:14]([CH3:15])[CH2:3][C:2]([CH3:1])=[CH:4][CH2:9][CH2:8][CH2:7][CH2:6][C:5]1=[O:10].